This data is from Merck oncology drug combination screen with 23,052 pairs across 39 cell lines. The task is: Regression. Given two drug SMILES strings and cell line genomic features, predict the synergy score measuring deviation from expected non-interaction effect. (1) Drug 1: CN1C(=O)C=CC2(C)C3CCC4(C)C(NC(=O)OCC(F)(F)F)CCC4C3CCC12. Drug 2: Cn1cc(-c2cnn3c(N)c(Br)c(C4CCCNC4)nc23)cn1. Cell line: NCIH460. Synergy scores: synergy=2.07. (2) Drug 1: O=C(NOCC(O)CO)c1ccc(F)c(F)c1Nc1ccc(I)cc1F. Drug 2: Cn1c(=O)n(-c2ccc(C(C)(C)C#N)cc2)c2c3cc(-c4cnc5ccccc5c4)ccc3ncc21. Cell line: MDAMB436. Synergy scores: synergy=34.4. (3) Drug 1: CN(C)C(=N)N=C(N)N. Drug 2: Cn1nnc2c(C(N)=O)ncn2c1=O. Cell line: SKOV3. Synergy scores: synergy=-14.1. (4) Drug 1: O=C(CCCCCCC(=O)Nc1ccccc1)NO. Drug 2: CCN(CC)CCNC(=O)c1c(C)[nH]c(C=C2C(=O)Nc3ccc(F)cc32)c1C. Cell line: T47D. Synergy scores: synergy=28.4. (5) Drug 1: O=S1(=O)NC2(CN1CC(F)(F)F)C1CCC2Cc2cc(C=CCN3CCC(C(F)(F)F)CC3)ccc2C1. Drug 2: NC1(c2ccc(-c3nc4ccn5c(=O)[nH]nc5c4cc3-c3ccccc3)cc2)CCC1. Cell line: ES2. Synergy scores: synergy=-0.291. (6) Drug 1: O=P1(N(CCCl)CCCl)NCCCO1. Drug 2: N#Cc1ccc(Cn2cncc2CN2CCN(c3cccc(Cl)c3)C(=O)C2)cc1. Cell line: OCUBM. Synergy scores: synergy=16.4.